Dataset: Reaction yield outcomes from USPTO patents with 853,638 reactions. Task: Predict the reaction yield, written as a fraction of the theoretical maximum amount of product (1.0 means a 100% yield; for example, 0.34 means a 34% yield). (1) The reactants are OS(O)(=O)=O.[C:6]([OH:15])(=[O:14])[C:7]1[C:8](=[CH:10][CH:11]=[CH:12][CH:13]=1)[OH:9].[CH3:16][CH2:17]O. The catalyst is C(Cl)Cl. The product is [OH:9][C:8]1[CH:10]=[CH:11][CH:12]=[CH:13][C:7]=1[C:6]([O:15][CH2:16][CH3:17])=[O:14]. The yield is 0.700. (2) No catalyst specified. The product is [C:19]([O:18][CH2:17][C@:2]1([F:1])[C@@H:3]2[C@@H:4]([O:15][C:36]([CH3:37])([CH3:35])[O:16]2)[C@H:5]([N:7]2[CH:14]=[CH:13][C:11](=[O:12])[NH:10][C:8]2=[O:9])[O:6]1)(=[O:26])[C:20]1[CH:25]=[CH:24][CH:23]=[CH:22][CH:21]=1. The yield is 0.830. The reactants are [F:1][C@:2]1([CH2:17][OH:18])[O:6][C@@H:5]([N:7]2[CH:14]=[CH:13][C:11](=[O:12])[NH:10][C:8]2=[O:9])[C@H:4]([OH:15])[C@@H:3]1[OH:16].[C:19](Cl)(=[O:26])[C:20]1[CH:25]=[CH:24][CH:23]=[CH:22][CH:21]=1.CCOC(C)=O.N1C=C[CH:37]=[CH:36][CH:35]=1. (3) The reactants are [NH2:1][C:2]1[CH:7]=[C:6]([O:8][CH3:9])[C:5]([O:10][CH3:11])=[CH:4][C:3]=1[C:12](=[O:22])[CH2:13][C:14]1[CH:19]=[CH:18][C:17]([Cl:20])=[C:16]([Cl:21])[CH:15]=1.[Br:23][CH2:24][C:25](Br)=[O:26]. The catalyst is ClCCl. The product is [Br:23][CH2:24][C:25]([NH:1][C:2]1[CH:7]=[C:6]([O:8][CH3:9])[C:5]([O:10][CH3:11])=[CH:4][C:3]=1[C:12](=[O:22])[CH2:13][C:14]1[CH:19]=[CH:18][C:17]([Cl:20])=[C:16]([Cl:21])[CH:15]=1)=[O:26]. The yield is 0.700.